From a dataset of Full USPTO retrosynthesis dataset with 1.9M reactions from patents (1976-2016). Predict the reactants needed to synthesize the given product. (1) Given the product [Cl-:27].[NH3+:8][CH2:9][C:10]1[CH:11]=[CH:12][C:13]([CH2:16][CH:17]([O:23][CH:24]([CH3:25])[CH3:26])[C:18]([O:20][CH2:21][CH3:22])=[O:19])=[CH:14][CH:15]=1, predict the reactants needed to synthesize it. The reactants are: C(OC([NH:8][CH2:9][C:10]1[CH:15]=[CH:14][C:13]([CH2:16][CH:17]([O:23][CH:24]([CH3:26])[CH3:25])[C:18]([O:20][CH2:21][CH3:22])=[O:19])=[CH:12][CH:11]=1)=O)(C)(C)C.[ClH:27].O1CCOCC1. (2) Given the product [C:41]([NH:40][C:39](=[N:1][CH2:2][CH2:3][NH:4][C:5]1[N:6]=[C:7]([C:24]2[CH:29]=[CH:28][C:27]([F:30])=[CH:26][C:25]=2[CH3:31])[C:8]2[CH:14]=[CH:13][C:12](=[O:15])[N:11]([C:16]3[C:17]([F:23])=[CH:18][CH:19]=[CH:20][C:21]=3[F:22])[C:9]=2[N:10]=1)[O:38][C:35]1[CH:36]=[CH:37][CH:32]=[CH:33][CH:34]=1)#[N:42], predict the reactants needed to synthesize it. The reactants are: [NH2:1][CH2:2][CH2:3][NH:4][C:5]1[N:6]=[C:7]([C:24]2[CH:29]=[CH:28][C:27]([F:30])=[CH:26][C:25]=2[CH3:31])[C:8]2[CH:14]=[CH:13][C:12](=[O:15])[N:11]([C:16]3[C:21]([F:22])=[CH:20][CH:19]=[CH:18][C:17]=3[F:23])[C:9]=2[N:10]=1.[CH:32]1[CH:37]=[CH:36][C:35]([O:38][C:39](OC2C=CC=CC=2)=[N:40][C:41]#[N:42])=[CH:34][CH:33]=1. (3) Given the product [CH3:1][C@H:2]1[C@@H:7]([N:8]([C:10]2[N:18]=[CH:17][N:16]=[C:15]3[C:11]=2[CH:12]=[CH:13][NH:14]3)[CH3:9])[CH2:6][N:5]([C:19]([CH2:21][C:22]#[N:23])=[O:20])[CH2:4][CH2:3]1.[CH2:33]([C:28]([OH:29])([C:30]([OH:32])=[O:31])[CH2:27][C:26]([OH:38])=[O:37])[C:34]([OH:36])=[O:35], predict the reactants needed to synthesize it. The reactants are: [CH3:1][C@H:2]1[C@@H:7]([N:8]([C:10]2[N:18]=[CH:17][N:16]=[C:15]3[C:11]=2[CH:12]=[CH:13][NH:14]3)[CH3:9])[CH2:6][N:5]([C:19]([CH2:21][C:22]#[N:23])=[O:20])[CH2:4][CH2:3]1.Cl.O.[C:26]([OH:38])(=[O:37])[CH2:27][C:28]([CH2:33][C:34]([OH:36])=[O:35])([C:30]([OH:32])=[O:31])[OH:29].C(N(CC)C(C)C)(C)C. (4) Given the product [I:1][C:2]1[CH:10]=[CH:9][C:5]([C:6]([NH:28][CH2:27][CH2:26][O:25][CH2:24][CH2:23][O:22][CH2:21][CH2:20][O:19][CH3:18])=[O:7])=[CH:4][CH:3]=1, predict the reactants needed to synthesize it. The reactants are: [I:1][C:2]1[CH:10]=[CH:9][C:5]([C:6](Cl)=[O:7])=[CH:4][CH:3]=1.C(N(CC)CC)C.[CH3:18][O:19][CH2:20][CH2:21][O:22][CH2:23][CH2:24][O:25][CH2:26][CH2:27][NH2:28]. (5) Given the product [Cl:2][C:3]1[N:4]=[CH:5][C:6]([C:9]2[N:10]=[CH:11][NH:12][CH:13]=2)=[CH:7][N:8]=1, predict the reactants needed to synthesize it. The reactants are: Cl.[Cl:2][C:3]1[N:8]=[CH:7][C:6]([C:9]2[N:10]=[CH:11][N:12](C(C3C=CC=CC=3)(C3C=CC=CC=3)C3C=CC=CC=3)[CH:13]=2)=[CH:5][N:4]=1. (6) Given the product [C:1]([O:5][C:6]([N:8]1[CH2:13][CH2:12][CH:11]([CH2:14][S:15](=[O:33])(=[O:34])[NH:16][C:17](=[O:32])[C:18]2[CH:23]=[C:22]([C:24]([F:25])([F:26])[F:27])[CH:21]=[C:20]([C:28]([F:29])([F:30])[F:31])[CH:19]=2)[CH2:10][CH2:9]1)=[O:7])([CH3:4])([CH3:2])[CH3:3], predict the reactants needed to synthesize it. The reactants are: [C:1]([O:5][C:6]([N:8]1[CH2:13][CH2:12][C:11](=[CH:14][S:15](=[O:34])(=[O:33])[NH:16][C:17](=[O:32])[C:18]2[CH:23]=[C:22]([C:24]([F:27])([F:26])[F:25])[CH:21]=[C:20]([C:28]([F:31])([F:30])[F:29])[CH:19]=2)[CH2:10][CH2:9]1)=[O:7])([CH3:4])([CH3:3])[CH3:2]. (7) Given the product [N:13]1[O:14][N:15]=[C:16]2[CH:21]=[C:20]([CH2:22][O:23][N:24]=[C:2]([C:4]3[CH:9]=[CH:8][C:7]([OH:10])=[C:6]([F:11])[CH:5]=3)[CH3:1])[CH:19]=[CH:18][C:17]=12, predict the reactants needed to synthesize it. The reactants are: [CH3:1][C:2]([C:4]1[CH:9]=[CH:8][C:7]([OH:10])=[C:6]([F:11])[CH:5]=1)=O.Cl.[N:13]1[O:14][N:15]=[C:16]2[CH:21]=[C:20]([CH2:22][O:23][NH2:24])[CH:19]=[CH:18][C:17]=12.N1C=CC=CC=1.